This data is from Catalyst prediction with 721,799 reactions and 888 catalyst types from USPTO. The task is: Predict which catalyst facilitates the given reaction. (1) Reactant: Cl[C:2]1[CH:3]=[C:4](Cl)[C:5]2[N:6]([C:8]([C:11]([NH:13][C:14]3[CH:19]=[CH:18][N:17]=[CH:16][C:15]=3[F:20])=[O:12])=[CH:9][N:10]=2)[N:7]=1.BrC1C2N(C(C(NC3C=CN=CC=3F)=O)=CN=2)N=C(Cl)C=1.[CH3:43][O:44][C:45]1[CH:55]=[CH:54][C:48]([CH2:49][NH:50][CH:51]2[CH2:53][CH2:52]2)=[CH:47][CH:46]=1.C(N(CC)C(C)C)(C)C.[NH2:65][C@H:66]1[CH2:71][CH2:70][C@H:69]([NH2:72])[CH2:68][CH2:67]1. Product: [NH2:65][C@H:66]1[CH2:71][CH2:70][C@H:69]([NH:72][C:2]2[CH:3]=[C:4]([N:50]([CH:51]3[CH2:53][CH2:52]3)[CH2:49][C:48]3[CH:54]=[CH:55][C:45]([O:44][CH3:43])=[CH:46][CH:47]=3)[C:5]3[N:6]([C:8]([C:11]([NH:13][C:14]4[CH:19]=[CH:18][N:17]=[CH:16][C:15]=4[F:20])=[O:12])=[CH:9][N:10]=3)[N:7]=2)[CH2:68][CH2:67]1. The catalyst class is: 18. (2) Reactant: [Br:1][C:2]1[CH:7]=[C:6]([Cl:8])[CH:5]=[CH:4][C:3]=1[NH:9][NH2:10].[NH2:11][C:12](N)=[O:13].S(=O)(=O)(O)O.[CH:20](O)=O. Product: [Br:1][C:2]1[CH:7]=[C:6]([Cl:8])[CH:5]=[CH:4][C:3]=1[N:9]1[CH:20]=[N:11][C:12]([OH:13])=[N:10]1. The catalyst class is: 113. (3) Reactant: Cl.[NH2:2][C:3]([NH2:5])=[NH:4].CO.C[O-].[Na+].[C:11]([NH:14][C:15]1[S:16][C:17]([CH2:32][C:33]2[CH:38]=[CH:37][C:36]([S:39]([CH3:42])(=[O:41])=[O:40])=[CH:35][CH:34]=2)=[C:18]([CH2:20][CH2:21][C:22]2[CH:31]=[CH:30][C:25]([C:26](OC)=[O:27])=[CH:24][CH:23]=2)[N:19]=1)(=[O:13])[CH3:12]. Product: [C:11]([NH:14][C:15]1[S:16][C:17]([CH2:32][C:33]2[CH:34]=[CH:35][C:36]([S:39]([CH3:42])(=[O:40])=[O:41])=[CH:37][CH:38]=2)=[C:18]([CH2:20][CH2:21][C:22]2[CH:23]=[CH:24][C:25]([C:26]([NH:4][C:3]([NH2:5])=[NH:2])=[O:27])=[CH:30][CH:31]=2)[N:19]=1)(=[O:13])[CH3:12]. The catalyst class is: 3. (4) Reactant: [Cl:1][C:2]1[CH:3]=[C:4]([CH:8]([OH:38])[C:9]2[CH:10]=[C:11]([CH:35]=[CH:36][CH:37]=2)[C:12]([NH:14][C@@H:15]([CH2:28][CH:29]2[CH2:34][CH2:33][CH2:32][CH2:31][CH2:30]2)[CH2:16][N:17]([CH3:27])C(=O)OCC[Si](C)(C)C)=[O:13])[CH:5]=[CH:6][CH:7]=1.[F:39][C:40]([F:48])([F:47])[C:41]([NH:43][CH2:44][CH2:45]O)=[O:42].O.C1(C)C=CC(S(O)(=O)=O)=CC=1. The catalyst class is: 23. Product: [Cl:1][C:2]1[CH:3]=[C:4]([CH:8]([O:38][CH2:45][CH2:44][NH:43][C:41](=[O:42])[C:40]([F:48])([F:47])[F:39])[C:9]2[CH:10]=[C:11]([CH:35]=[CH:36][CH:37]=2)[C:12]([NH:14][C@H:15]([CH2:16][NH:17][CH3:27])[CH2:28][CH:29]2[CH2:34][CH2:33][CH2:32][CH2:31][CH2:30]2)=[O:13])[CH:5]=[CH:6][CH:7]=1.